From a dataset of Full USPTO retrosynthesis dataset with 1.9M reactions from patents (1976-2016). Predict the reactants needed to synthesize the given product. (1) Given the product [ClH:1].[Cl:29][C:30]1[CH:31]=[C:32]([NH:37][C:2]2[C:3]3[C:10](=[CH:11][C:12]4[NH:13][C:14]([CH3:27])=[C:15]([CH2:18][CH2:19][CH2:20][N:21]5[CH2:26][CH2:25][O:24][CH2:23][CH2:22]5)[C:16]=4[CH3:17])[C:9](=[O:28])[NH:8][C:4]=3[N:5]=[CH:6][N:7]=2)[CH:33]=[CH:34][C:35]=1[F:36], predict the reactants needed to synthesize it. The reactants are: [Cl:1][C:2]1[C:3]2[C:10](=[CH:11][C:12]3[NH:13][C:14]([CH3:27])=[C:15]([CH2:18][CH2:19][CH2:20][N:21]4[CH2:26][CH2:25][O:24][CH2:23][CH2:22]4)[C:16]=3[CH3:17])[C:9](=[O:28])[NH:8][C:4]=2[N:5]=[CH:6][N:7]=1.[Cl:29][C:30]1[CH:31]=[C:32]([NH2:37])[CH:33]=[CH:34][C:35]=1[F:36]. (2) Given the product [CH3:1][O:2][C:3]1[CH:4]=[C:5]([N:11]2[CH2:20][C:19]3[C:14](=[N:15][C:16]([NH:39][CH2:38][CH2:37][CH2:36][CH2:35][CH2:34][N:31]4[CH2:30][CH2:29][N:28]([CH3:27])[CH2:33][CH2:32]4)=[N:17][CH:18]=3)[N:13]([CH2:24][CH3:25])[C:12]2=[O:26])[CH:6]=[C:7]([O:9][CH3:10])[CH:8]=1, predict the reactants needed to synthesize it. The reactants are: [CH3:1][O:2][C:3]1[CH:4]=[C:5]([N:11]2[CH2:20][C:19]3[C:14](=[N:15][C:16](S(C)=O)=[N:17][CH:18]=3)[N:13]([CH2:24][CH3:25])[C:12]2=[O:26])[CH:6]=[C:7]([O:9][CH3:10])[CH:8]=1.[CH3:27][N:28]1[CH2:33][CH2:32][N:31]([CH2:34][CH2:35][CH2:36][CH2:37][CH2:38][NH2:39])[CH2:30][CH2:29]1.